From a dataset of Peptide-MHC class II binding affinity with 134,281 pairs from IEDB. Regression. Given a peptide amino acid sequence and an MHC pseudo amino acid sequence, predict their binding affinity value. This is MHC class II binding data. The peptide sequence is KPARLIVFPDLGVRVC. The MHC is DRB1_0101 with pseudo-sequence DRB1_0101. The binding affinity (normalized) is 0.564.